This data is from Forward reaction prediction with 1.9M reactions from USPTO patents (1976-2016). The task is: Predict the product of the given reaction. (1) Given the reactants F[P-](F)(F)(F)(F)F.N1(OC(N(C)C)=[N+](C)C)C2N=CC=CC=2N=N1.[CH3:25][N:26]1[CH:30]=[C:29]([C:31]([OH:33])=O)[N:28]=[CH:27]1.[Cl:34][C:35]1[CH:36]=[C:37]([CH:39]=[CH:40][CH:41]=1)[NH2:38].C(N(CC)CC)C, predict the reaction product. The product is: [Cl:34][C:35]1[CH:36]=[C:37]([NH:38][C:31]([C:29]2[N:28]=[CH:27][N:26]([CH3:25])[CH:30]=2)=[O:33])[CH:39]=[CH:40][CH:41]=1. (2) Given the reactants C(N(CC)CC)C.Br[C:9]1[CH:18]=[CH:17][C:16]2[NH:15][C:14](=[O:19])[C:13]3[NH:20][CH:21]=[CH:22][C:12]=3[C:11]=2[CH:10]=1.[CH2:23]([C:25]([O-:27])=[O:26])[CH3:24].Br[C:29]1[C:38]2[C:33](=[CH:34][CH:35]=[CH:36][CH:37]=2)[CH:32]=[CH:31][CH:30]=1.[O-]P(OP(OP([O-])([O-])=O)([O-])=O)(=O)[O-].[K+].[K+].[K+].[K+].[K+], predict the reaction product. The product is: [C:37]1([C:9]2[CH:18]=[CH:17][C:16]3[NH:15][C:14](=[O:19])[C:13]4[NH:20][CH:21]=[CH:22][C:12]=4[C:11]=3[CH:10]=2)[C:38]2[C:33](=[CH:32][CH:31]=[CH:30][CH:29]=2)[CH:34]=[CH:35][CH:36]=1.[CH2:23]([C:25]([O-:27])=[O:26])[CH3:24]. (3) Given the reactants [F:1][C:2]1[CH:10]=[CH:9][C:5](C(O)=O)=[CH:4][C:3]=1[O:11][CH3:12].C([N:15]([CH2:18]C)CC)C.C1(P(N=[N+]=[N-])(C2C=CC=CC=2)=[O:27])C=CC=CC=1.[C:37]([OH:41])([CH3:40])([CH3:39])[CH3:38], predict the reaction product. The product is: [C:37]([O:41][C:18]([NH:15][C:5]1[CH:9]=[CH:10][C:2]([F:1])=[C:3]([O:11][CH3:12])[CH:4]=1)=[O:27])([CH3:40])([CH3:39])[CH3:38]. (4) Given the reactants [C:1]([O:4][CH2:5][C:6]1([C:9]2[CH:14]=[CH:13][C:12]([C:15]3[N:20]=[C:19]4[CH2:21][C:22](=O)[NH:23][C:18]4=[CH:17][C:16]=3[Cl:25])=[CH:11][CH:10]=2)[CH2:8][CH2:7]1)(=[O:3])[CH3:2].CN(C)C1C=CC=CC=1.P(Cl)(Cl)([Cl:37])=O, predict the reaction product. The product is: [C:1]([O:4][CH2:5][C:6]1([C:9]2[CH:14]=[CH:13][C:12]([C:15]3[N:20]=[C:19]4[CH:21]=[C:22]([Cl:37])[NH:23][C:18]4=[CH:17][C:16]=3[Cl:25])=[CH:11][CH:10]=2)[CH2:8][CH2:7]1)(=[O:3])[CH3:2]. (5) Given the reactants [SH2:1].B(F)(F)F.[CH3:6][C:7]([CH3:17])([CH:9]=[C:10]([CH3:16])[CH2:11][C:12]([CH3:15])([CH3:14])[CH3:13])[CH3:8], predict the reaction product. The product is: [CH3:8][C:7]([CH3:17])([CH2:9][C:10]([CH3:16])([SH:1])[CH2:11][C:12]([CH3:15])([CH3:14])[CH3:13])[CH3:6]. (6) Given the reactants [CH3:1][N:2]([CH3:28])[C:3]([C:5]1[N:22]([CH:23]2[CH2:27][CH2:26][CH2:25][CH2:24]2)[C:8]2[N:9]=[C:10]([NH:13][C:14]3[CH:19]=[CH:18][C:17]([CH:20]=O)=[CH:16][N:15]=3)[N:11]=[CH:12][C:7]=2[CH:6]=1)=[O:4].[CH:29]([N:32]1[CH2:37][CH2:36][NH:35][CH2:34][CH2:33]1)([CH3:31])[CH3:30], predict the reaction product. The product is: [CH3:28][N:2]([CH3:1])[C:3]([C:5]1[N:22]([CH:23]2[CH2:24][CH2:25][CH2:26][CH2:27]2)[C:8]2[N:9]=[C:10]([NH:13][C:14]3[CH:19]=[CH:18][C:17]([CH2:20][N:35]4[CH2:36][CH2:37][N:32]([CH:29]([CH3:31])[CH3:30])[CH2:33][CH2:34]4)=[CH:16][N:15]=3)[N:11]=[CH:12][C:7]=2[CH:6]=1)=[O:4]. (7) Given the reactants [NH2:1][C:2]1[C:3]([CH2:8][OH:9])=[N:4][CH:5]=[CH:6][CH:7]=1.CCN(CC)CC.[C:17](Cl)(=[O:24])[C:18]1[CH:23]=[CH:22][CH:21]=[CH:20][CH:19]=1, predict the reaction product. The product is: [OH:9][CH2:8][C:3]1[C:2]([NH:1][C:17](=[O:24])[C:18]2[CH:23]=[CH:22][CH:21]=[CH:20][CH:19]=2)=[CH:7][CH:6]=[CH:5][N:4]=1. (8) Given the reactants [ClH:1].[OH:2][CH2:3][CH2:4][N:5]1[CH2:10][CH2:9][N:8]([C:11]([C:13]2[CH:18]=[CH:17][C:16]([C:19]3[CH:24]=[CH:23][CH:22]=[C:21]([CH2:25][C@H:26]([NH:41][C:42]([C@H:44]4[CH2:49][CH2:48][C@H:47]([CH2:50][NH:51]C(=O)OC(C)(C)C)[CH2:46][CH2:45]4)=[O:43])[C:27](=[O:40])[NH:28][C:29]4[CH:34]=[CH:33][C:32]([C:35]5[NH:39][N:38]=[N:37][N:36]=5)=[CH:31][CH:30]=4)[CH:20]=3)=[CH:15][CH:14]=2)=[O:12])[CH2:7][CH2:6]1.C(#N)C, predict the reaction product. The product is: [ClH:1].[NH2:51][CH2:50][C@H:47]1[CH2:46][CH2:45][C@H:44]([C:42]([NH:41][C@@H:26]([CH2:25][C:21]2[CH:20]=[C:19]([C:16]3[CH:15]=[CH:14][C:13]([C:11]([N:8]4[CH2:9][CH2:10][N:5]([CH2:4][CH2:3][OH:2])[CH2:6][CH2:7]4)=[O:12])=[CH:18][CH:17]=3)[CH:24]=[CH:23][CH:22]=2)[C:27](=[O:40])[NH:28][C:29]2[CH:34]=[CH:33][C:32]([C:35]3[NH:36][N:37]=[N:38][N:39]=3)=[CH:31][CH:30]=2)=[O:43])[CH2:49][CH2:48]1.